Dataset: Peptide-MHC class II binding affinity with 134,281 pairs from IEDB. Task: Regression. Given a peptide amino acid sequence and an MHC pseudo amino acid sequence, predict their binding affinity value. This is MHC class II binding data. (1) The peptide sequence is YDKFLANVITVLTGK. The MHC is DRB1_0404 with pseudo-sequence DRB1_0404. The binding affinity (normalized) is 0.835. (2) The peptide sequence is HGCGSHLVEAL. The MHC is HLA-DQA10102-DQB10604 with pseudo-sequence CNYHQGGGARVAHIMYFGLTHYVVRTETVHVGGI. The binding affinity (normalized) is 0.